Dataset: Full USPTO retrosynthesis dataset with 1.9M reactions from patents (1976-2016). Task: Predict the reactants needed to synthesize the given product. (1) Given the product [CH3:31][N:30]([C:13]1[CH:14]=[CH:15][C:16]([NH:19][C:20]([NH:22][C:23]2[CH:24]=[CH:25][CH:26]=[CH:27][CH:28]=2)=[O:21])=[CH:17][CH:18]=1)[S:8]([C:4]1[S:3][C:2]([Cl:1])=[N:6][C:5]=1[CH3:7])(=[O:10])=[O:9], predict the reactants needed to synthesize it. The reactants are: [Cl:1][C:2]1[S:3][C:4]([S:8](Cl)(=[O:10])=[O:9])=[C:5]([CH3:7])[N:6]=1.C[C:13]1[CH:18]=[CH:17][C:16]([NH:19][C:20]([NH:22][C:23]2[CH:28]=[CH:27][CH:26]=[CH:25][CH:24]=2)=[O:21])=[C:15](N)[CH:14]=1.[N:30]1C=CC=C[CH:31]=1. (2) Given the product [CH3:13][CH:12]1[CH2:11][N:10]([C:14](=[O:19])[C:15]([F:18])([F:17])[F:16])[CH2:9][CH2:8][C:7]2[N:20]=[C:3]([OH:2])[C:4]([N+:21]([O-:23])=[O:22])=[CH:5][C:6]1=2, predict the reactants needed to synthesize it. The reactants are: C[O:2][C:3]1[C:4]([N+:21]([O-:23])=[O:22])=[CH:5][C:6]2[CH:12]([CH3:13])[CH2:11][N:10]([C:14](=[O:19])[C:15]([F:18])([F:17])[F:16])[CH2:9][CH2:8][C:7]=2[N:20]=1.Br.CC(O)=O.C([O-])(O)=O.[Na+].